From a dataset of Forward reaction prediction with 1.9M reactions from USPTO patents (1976-2016). Predict the product of the given reaction. (1) Given the reactants [OH-].[Na+:2].[Cl:3][C:4]1[C:9]2[O:10][C:11]3[C:20]([CH3:21])=[CH:19][C:18]([C:22]([OH:24])=[O:23])=[CH:17][C:12]=3[S:13](=[O:16])(=[O:15])[CH2:14][C:8]=2[CH:7]=[C:6]([NH:25][CH:26]=[O:27])[CH:5]=1, predict the reaction product. The product is: [Na+:2].[Cl:3][C:4]1[C:9]2[O:10][C:11]3[C:20]([CH3:21])=[CH:19][C:18]([C:22]([O-:24])=[O:23])=[CH:17][C:12]=3[S:13](=[O:15])(=[O:16])[CH2:14][C:8]=2[CH:7]=[C:6]([NH:25][CH:26]=[O:27])[CH:5]=1. (2) Given the reactants Cl[C:2]1[C:11]([C:12]([OH:14])=[O:13])=[CH:10][C:9]2[C:4](=[CH:5][CH:6]=[C:7]([Cl:15])[CH:8]=2)[N:3]=1.[NH2:16][C@@H:17]([C:28]([OH:30])=[O:29])[CH2:18][C:19]1[C:27]2[C:22](=[CH:23][CH:24]=[CH:25][CH:26]=2)[NH:21][CH:20]=1.CC#N, predict the reaction product. The product is: [C:28]([C@H:17]([NH:16][C:2]1[C:11]([C:12]([OH:14])=[O:13])=[CH:10][C:9]2[C:4](=[CH:5][CH:6]=[C:7]([Cl:15])[CH:8]=2)[N:3]=1)[CH2:18][C:19]1[C:27]2[C:22](=[CH:23][CH:24]=[CH:25][CH:26]=2)[NH:21][CH:20]=1)([OH:30])=[O:29]. (3) Given the reactants [C:1]([O:4][CH2:5][C@@H:6]1[C@@H:11]([O:12][C:13](=[O:15])[CH3:14])[C@H:10]([OH:16])[C@H:9]([OH:17])[C@@H:8]([C:18]2[CH:23]=[CH:22][C:21]([O:24][CH3:25])=[C:20]([O:26][Si](C(C)(C)C)(C)C)[CH:19]=2)[O:7]1)(=[O:3])[CH3:2].CCCC[N+](CCCC)(CCCC)CCCC.[F-].C1COCC1.CC(O)=O, predict the reaction product. The product is: [C:1]([O:4][CH2:5][C@@H:6]1[C@@H:11]([O:12][C:13](=[O:15])[CH3:14])[C@H:10]([OH:16])[C@H:9]([OH:17])[C@@H:8]([C:18]2[CH:23]=[CH:22][C:21]([O:24][CH3:25])=[C:20]([OH:26])[CH:19]=2)[O:7]1)(=[O:3])[CH3:2]. (4) Given the reactants Cl[C:2]1[C:7]([C:8]#[N:9])=[C:6]([C:10]2[CH:15]=[CH:14][C:13]([O:16][CH2:17][CH2:18][OH:19])=[C:12]([F:20])[CH:11]=2)[C:5]([C:21]#[N:22])=[C:4]([S:23][CH2:24][C:25]2[N:26]=[C:27]([C:30]3[CH:35]=[CH:34][C:33]([Cl:36])=[CH:32][CH:31]=3)[O:28][CH:29]=2)[N:3]=1.[NH2:37][CH2:38][CH2:39][OH:40], predict the reaction product. The product is: [Cl:36][C:33]1[CH:32]=[CH:31][C:30]([C:27]2[O:28][CH:29]=[C:25]([CH2:24][S:23][C:4]3[C:5]([C:21]#[N:22])=[C:6]([C:10]4[CH:15]=[CH:14][C:13]([O:16][CH2:17][CH2:18][OH:19])=[C:12]([F:20])[CH:11]=4)[C:7]([C:8]#[N:9])=[C:2]([NH:37][CH2:38][CH2:39][OH:40])[N:3]=3)[N:26]=2)=[CH:35][CH:34]=1. (5) Given the reactants [I:1][C:2]1[NH:6][C:5]([CH:7]([CH3:9])[CH3:8])=[N:4][C:3]=1[CH3:10].[O:11]1[CH2:16]CC(C=O)C[CH2:12]1, predict the reaction product. The product is: [I:1][C:2]1[NH:6][C:5]([CH:7]2[CH2:9][CH2:16][O:11][CH2:12][CH2:8]2)=[N:4][C:3]=1[CH3:10]. (6) Given the reactants [C:1]([C:5]1[CH:15]=[C:8]2[N:9]=[CH:10][C:11]([C:13]#[CH:14])=[CH:12][N:7]2[N:6]=1)([CH3:4])([CH3:3])[CH3:2].[F:16][C:17]1[CH:22]=[CH:21][C:20](I)=[CH:19][C:18]=1[F:24], predict the reaction product. The product is: [C:1]([C:5]1[CH:15]=[C:8]2[N:9]=[CH:10][C:11]([C:13]#[C:14][C:20]3[CH:21]=[CH:22][C:17]([F:16])=[C:18]([F:24])[CH:19]=3)=[CH:12][N:7]2[N:6]=1)([CH3:4])([CH3:3])[CH3:2]. (7) Given the reactants [CH3:1][O:2][C:3]1[CH:4]=[C:5]2[C:10](=[CH:11][C:12]=1[O:13][CH3:14])[N:9]=[CH:8][CH:7]=[C:6]2[O:15][C:16]1[C:17]([C:23]2[CH:24]=[N:25][NH:26][CH:27]=2)=[N:18][C:19]([CH3:22])=[CH:20][CH:21]=1.[H-].[Na+].[CH3:30]I.O, predict the reaction product. The product is: [CH3:1][O:2][C:3]1[CH:4]=[C:5]2[C:10](=[CH:11][C:12]=1[O:13][CH3:14])[N:9]=[CH:8][CH:7]=[C:6]2[O:15][C:16]1[C:17]([C:23]2[CH:24]=[N:25][N:26]([CH3:30])[CH:27]=2)=[N:18][C:19]([CH3:22])=[CH:20][CH:21]=1.